From a dataset of Catalyst prediction with 721,799 reactions and 888 catalyst types from USPTO. Predict which catalyst facilitates the given reaction. (1) Reactant: C(O[C:4]([CH:6]1[CH2:12][CH2:11][CH2:10][N:9]([C:13]([O:15][C:16]([CH3:19])([CH3:18])[CH3:17])=[O:14])[CH2:8][C:7]1=O)=[O:5])C.FC(F)(F)C([O-])=O.[CH2:28]([N+:30]([CH2:34][CH3:35])=[C:31]([NH2:33])[NH2:32])[CH3:29].[O-]CC.[Na+]. Product: [C:16]([O:15][C:13]([N:9]1[CH2:10][CH2:11][CH2:12][C:6]2[C:4]([OH:5])=[N:32][C:31]([N:30]([CH2:34][CH3:35])[CH2:28][CH3:29])=[N:33][C:7]=2[CH2:8]1)=[O:14])([CH3:17])([CH3:18])[CH3:19]. The catalyst class is: 88. (2) Reactant: [CH:1]1([NH:6][NH2:7])[CH2:5][CH2:4][CH2:3][CH2:2]1.C[O-].[Na+].C(O[CH:14]=[C:15]([C:18]#[N:19])[C:16]#[N:17])C. Product: [NH2:19][C:18]1[N:6]([CH:1]2[CH2:5][CH2:4][CH2:3][CH2:2]2)[N:7]=[CH:14][C:15]=1[C:16]#[N:17]. The catalyst class is: 8.